Predict the product of the given reaction. From a dataset of Forward reaction prediction with 1.9M reactions from USPTO patents (1976-2016). (1) The product is: [CH:2]1([CH2:5][O:6][C:7]2[CH:12]=[C:11]([F:13])[C:10]([CH3:14])=[CH:9][C:8]=2[C:15]2[C:16]3[NH:23][C:22]([CH3:24])=[C:21]([C:25]([NH:27][C@@H:28]4[CH2:33][CH2:32][N:31]([C:35](=[O:38])[CH2:36][CH3:37])[CH2:30][C@H:29]4[OH:34])=[O:26])[C:17]=3[N:18]=[CH:19][N:20]=2)[CH2:4][CH2:3]1. Given the reactants Cl.[CH:2]1([CH2:5][O:6][C:7]2[CH:12]=[C:11]([F:13])[C:10]([CH3:14])=[CH:9][C:8]=2[C:15]2[C:16]3[NH:23][C:22]([CH3:24])=[C:21]([C:25]([NH:27][C@@H:28]4[CH2:33][CH2:32][NH:31][CH2:30][C@H:29]4[OH:34])=[O:26])[C:17]=3[N:18]=[CH:19][N:20]=2)[CH2:4][CH2:3]1.[C:35](Cl)(=[O:38])[CH2:36][CH3:37], predict the reaction product. (2) Given the reactants [Cl:1][C:2]1[CH:7]=[CH:6][C:5]([C@H:8]([C@@H:12]([CH3:17])[C:13]([F:16])([F:15])[F:14])[C:9]([OH:11])=O)=[CH:4][CH:3]=1.ClC(N(C)C)=C(C)C.N1C=CC=CC=1.[NH2:32][C:33]1[CH:34]=[C:35]([CH:47]=[CH:48][C:49]=1[Cl:50])[CH2:36][C:37]1([C:40]([O:42][C:43]([CH3:46])([CH3:45])[CH3:44])=[O:41])[CH2:39][CH2:38]1, predict the reaction product. The product is: [Cl:50][C:49]1[CH:48]=[CH:47][C:35]([CH2:36][C:37]2([C:40]([O:42][C:43]([CH3:44])([CH3:45])[CH3:46])=[O:41])[CH2:39][CH2:38]2)=[CH:34][C:33]=1[NH:32][C:9](=[O:11])[C@H:8]([C:5]1[CH:4]=[CH:3][C:2]([Cl:1])=[CH:7][CH:6]=1)[C@@H:12]([CH3:17])[C:13]([F:16])([F:15])[F:14]. (3) Given the reactants [NH:1]1[C:10]2[C:5](=[CH:6][CH:7]=[CH:8][CH:9]=2)[CH2:4][C:3]2([CH2:14][CH2:13][CH2:12][CH2:11]2)[C:2]1=[O:15].Cl.C([N:21]([CH2:25][C:26]1[CH:41]=[CH:40][C:29]2[N:30]([CH2:35][CH2:36][CH:37]([CH3:39])[CH3:38])[C:31]([CH2:33]Cl)=[N:32][C:28]=2[CH:27]=1)C(=O)O)(C)(C)C, predict the reaction product. The product is: [NH2:21][CH2:25][C:26]1[CH:41]=[CH:40][C:29]2[N:30]([CH2:35][CH2:36][CH:37]([CH3:38])[CH3:39])[C:31]([CH2:33][N:1]3[C:10]4[C:5](=[CH:6][CH:7]=[CH:8][CH:9]=4)[CH2:4][C:3]4([CH2:14][CH2:13][CH2:12][CH2:11]4)[C:2]3=[O:15])=[N:32][C:28]=2[CH:27]=1. (4) The product is: [CH2:32]([C:14]1[CH:15]=[C:16]([C:19]2[CH2:24][CH2:23][N:22]([C:25]([O:27][C:28]([CH3:29])([CH3:31])[CH3:30])=[O:26])[CH2:21][CH:20]=2)[CH:17]=[CH:18][C:13]=1[NH:12][C:2]1[N:7]=[CH:6][C:5]2[N:8]=[CH:9][N:10]([CH3:11])[C:4]=2[CH:3]=1)[CH3:33]. Given the reactants Cl[C:2]1[N:7]=[CH:6][C:5]2[N:8]=[CH:9][N:10]([CH3:11])[C:4]=2[CH:3]=1.[NH2:12][C:13]1[CH:18]=[CH:17][C:16]([C:19]2[CH2:24][CH2:23][N:22]([C:25]([O:27][C:28]([CH3:31])([CH3:30])[CH3:29])=[O:26])[CH2:21][CH:20]=2)=[CH:15][C:14]=1[CH2:32][CH3:33].C1(P(C2CCCCC2)C2C=CC=CC=2C2C(C(C)C)=CC(C(C)C)=CC=2C(C)C)CCCCC1.CC(C)([O-])C.[Na+], predict the reaction product. (5) Given the reactants [C:1]([C:5]1[CH:6]=[C:7]([NH2:10])[NH:8][N:9]=1)([CH3:4])([CH3:3])[CH3:2].C([O-])([O-])=O.[K+].[K+].CN(C)[C@@H]1CCCC[C@H]1N.I[C:28]1[N:32]([CH2:33][CH2:34][O:35][CH:36]2[CH2:41][CH2:40][CH2:39][CH2:38][O:37]2)[CH:31]=[N:30][CH:29]=1, predict the reaction product. The product is: [C:1]([C:5]1[CH:6]=[C:7]([NH2:10])[N:8]([C:29]2[N:30]=[CH:31][N:32]([CH2:33][CH2:34][O:35][CH:36]3[CH2:41][CH2:40][CH2:39][CH2:38][O:37]3)[CH:28]=2)[N:9]=1)([CH3:4])([CH3:3])[CH3:2]. (6) Given the reactants [Br:1][C:2]1[CH:11]=[C:10]2[C:5]([CH:6]=[CH:7][N:8]=[C:9]2[O:12][C@H:13]2[CH2:17][N:16]([C:18](=[O:35])[C@@H:19]([NH:27][C:28]([O:30][C:31]([CH3:34])([CH3:33])[CH3:32])=[O:29])[CH2:20][CH2:21][CH2:22][CH2:23][CH2:24]C=C)[C@H:15]([C:36]([NH:38][C@:39]3([C:44]([O:46][CH2:47][CH3:48])=[O:45])[CH2:41][C@H:40]3[CH:42]=[CH2:43])=[O:37])[CH2:14]2)=[CH:4][C:3]=1[O:49][CH3:50], predict the reaction product. The product is: [Br:1][C:2]1[CH:11]=[C:10]2[C:5]([CH:6]=[CH:7][N:8]=[C:9]2[O:12][C@H:13]2[CH2:17][N:16]3[C:18](=[O:35])[C@@H:19]([NH:27][C:28]([O:30][C:31]([CH3:32])([CH3:34])[CH3:33])=[O:29])[CH2:20][CH2:21][CH2:22][CH2:23][CH2:24][CH:43]=[CH:42][C@@H:40]4[CH2:41][C@@:39]4([C:44]([O:46][CH2:47][CH3:48])=[O:45])[NH:38][C:36](=[O:37])[C@@H:15]3[CH2:14]2)=[CH:4][C:3]=1[O:49][CH3:50]. (7) Given the reactants [O:1]1[CH2:5][CH2:4][C:3]([C:6]2[C:7]([CH3:27])=[C:8]([N:16]3[C:21](=[O:22])[C:20]([O:23]C)=[C:19]([S:25][CH3:26])[CH:18]=[N:17]3)[CH:9]=[CH:10][C:11]=2[S:12]([CH3:15])(=[O:14])=[O:13])=[N:2]1.O1CCC(C2C(C)=C(N3C(=O)C(SC)=C(SC)C=N3)C=CC=2S(C)(=O)=O)=N1.[I-].[Na+].Cl[Si](C)(C)C.[OH-].[Na+], predict the reaction product. The product is: [O:1]1[CH2:5][CH2:4][C:3]([C:6]2[C:7]([CH3:27])=[C:8]([N:16]3[C:21](=[O:22])[C:20]([OH:23])=[C:19]([S:25][CH3:26])[CH:18]=[N:17]3)[CH:9]=[CH:10][C:11]=2[S:12]([CH3:15])(=[O:13])=[O:14])=[N:2]1.